From a dataset of Full USPTO retrosynthesis dataset with 1.9M reactions from patents (1976-2016). Predict the reactants needed to synthesize the given product. (1) Given the product [Cl:2][C:3]1[CH:4]=[C:5]([C:13]2[O:17][N:16]=[C:15]([C:18]3[C:28]4[O:27][CH2:26][CH2:25][NH:24][CH:23]([CH2:36][C:37]([OH:39])=[O:38])[C:22]=4[CH:21]=[CH:20][CH:19]=3)[N:14]=2)[CH:6]=[N:7][C:8]=1[O:9][CH:10]([CH3:12])[CH3:11], predict the reactants needed to synthesize it. The reactants are: Cl.[Cl:2][C:3]1[CH:4]=[C:5]([C:13]2[O:17][N:16]=[C:15]([C:18]3[C:28]4[O:27][CH2:26][CH2:25][N:24](C(OC(C)(C)C)=O)[CH:23]([CH2:36][C:37]([OH:39])=[O:38])[C:22]=4[CH:21]=[CH:20][CH:19]=3)[N:14]=2)[CH:6]=[N:7][C:8]=1[O:9][CH:10]([CH3:12])[CH3:11].C(OCC)C. (2) Given the product [F:17][C:12]1[CH:13]=[CH:14][CH:15]=[CH:16][C:11]=1[C:9]1[NH:2][CH:1]=[C:3]([C:4]([O:6][CH3:7])=[O:5])[CH:8]=1, predict the reactants needed to synthesize it. The reactants are: [C:1]([CH:3]([CH2:8][C:9]([C:11]1[CH:16]=[CH:15][CH:14]=[CH:13][C:12]=1[F:17])=O)[C:4]([O:6][CH3:7])=[O:5])#[N:2]. (3) Given the product [Cl:3][CH2:16][C:17]1[CH:22]=[CH:21][C:20]([CH2:23][CH2:24][CH2:25][OH:26])=[CH:19][CH:18]=1, predict the reactants needed to synthesize it. The reactants are: S(Cl)([Cl:3])=O.C1C=CC2N(O)N=NC=2C=1.O[CH2:16][C:17]1[CH:22]=[CH:21][C:20]([CH2:23][CH2:24][CH2:25][OH:26])=[CH:19][CH:18]=1.[I-].[K+]. (4) Given the product [CH3:9][C:7]1[N:8]=[C:4]([C:1](=[O:3])[CH2:2][C:10]([O:11][CH3:12])=[O:13])[S:5][CH:6]=1, predict the reactants needed to synthesize it. The reactants are: [C:1]([C:4]1[S:5][CH:6]=[C:7]([CH3:9])[N:8]=1)(=[O:3])[CH3:2].[C:10](=O)([O:13]C)[O:11][CH3:12].[H-].[Na+]. (5) The reactants are: [F:1][CH:2]([F:26])[C:3]1[O:4][C:5]([C:16]2[CH:25]=[CH:24][C:19]([O:20][CH2:21][CH2:22][OH:23])=[CH:18][CH:17]=2)=[C:6]([C:8]2[CH:9]=[N:10][C:11]([O:14][CH3:15])=[CH:12][CH:13]=2)[N:7]=1.C(N(CC)CC)C.[CH3:34][S:35](Cl)(=[O:37])=[O:36]. Given the product [CH3:34][S:35]([O:23][CH2:22][CH2:21][O:20][C:19]1[CH:24]=[CH:25][C:16]([C:5]2[O:4][C:3]([CH:2]([F:1])[F:26])=[N:7][C:6]=2[C:8]2[CH:9]=[N:10][C:11]([O:14][CH3:15])=[CH:12][CH:13]=2)=[CH:17][CH:18]=1)(=[O:37])=[O:36], predict the reactants needed to synthesize it. (6) Given the product [O:17]=[C:12]1[N:9]2[CH2:10][CH2:11][C@H:6]([CH2:5][C:4]([OH:18])=[O:3])[CH2:7][C@@H:8]2[C:14]([CH3:16])([CH3:15])[O:13]1, predict the reactants needed to synthesize it. The reactants are: C([O:3][C:4](=[O:18])[CH2:5][C@H:6]1[CH2:11][CH2:10][N:9]2[C:12](=[O:17])[O:13][C:14]([CH3:16])([CH3:15])[C@H:8]2[CH2:7]1)C.[Li+].[OH-]. (7) Given the product [Cl:1][C:2]1[CH:7]=[C:6]([C:8]([F:9])([F:10])[F:11])[CH:5]=[C:4]([Cl:12])[C:3]=1[C:13]1[CH:18]=[CH:17][C:16]([CH3:19])=[C:15]([S:21]([Cl:20])(=[O:23])=[O:22])[CH:14]=1, predict the reactants needed to synthesize it. The reactants are: [Cl:1][C:2]1[CH:7]=[C:6]([C:8]([F:11])([F:10])[F:9])[CH:5]=[C:4]([Cl:12])[C:3]=1[C:13]1[CH:18]=[CH:17][C:16]([CH3:19])=[CH:15][CH:14]=1.[Cl:20][S:21](O)(=[O:23])=[O:22].